Dataset: hERG Central: cardiac toxicity at 1µM, 10µM, and general inhibition. Task: Predict hERG channel inhibition at various concentrations. (1) The molecule is Cc1ccc(NC(=O)C2CCCN(c3ncnc4c3nc3n4CCCCC3)C2)nc1. Results: hERG_inhib (hERG inhibition (general)): blocker. (2) The drug is Cc1c(C=O)c2ccccc2n1Cc1ccc([N+](=O)[O-])cc1. Results: hERG_inhib (hERG inhibition (general)): blocker. (3) The compound is COc1ccc(-c2nc3cnccn3c2Nc2ccc3c(c2)OCO3)cc1. Results: hERG_inhib (hERG inhibition (general)): blocker.